Dataset: Forward reaction prediction with 1.9M reactions from USPTO patents (1976-2016). Task: Predict the product of the given reaction. (1) The product is: [CH3:23][N:18]1[C@H:19]([CH3:22])[CH2:20][CH2:21][N:16]2[C:15](=[O:25])[N:14]=[C:13]([O:11][CH2:10][C:4]3[CH:3]=[C:2]([F:1])[C:7]([F:8])=[C:6]([F:9])[CH:5]=3)[CH:24]=[C:17]12. Given the reactants [F:1][C:2]1[CH:3]=[C:4]([CH2:10][OH:11])[CH:5]=[C:6]([F:9])[C:7]=1[F:8].Cl[C:13]1[CH:24]=[C:17]2[N:18]([CH3:23])[C@H:19]([CH3:22])[CH2:20][CH2:21][N:16]2[C:15](=[O:25])[N:14]=1, predict the reaction product. (2) Given the reactants [Cl:1][C:2]1[CH:3]=[C:4]([NH:9][C:10]2[C:19]3[C:14](=[CH:15][C:16]([O:22][CH2:23][C:24]4[N:28]=[C:27]([CH:29]5[CH2:34][CH2:33][N:32](C(OC(C)(C)C)=O)[CH2:31][CH2:30]5)[O:26][N:25]=4)=[C:17]([O:20][CH3:21])[CH:18]=3)[N:13]=[CH:12][N:11]=2)[CH:5]=[CH:6][C:7]=1[Cl:8].Cl, predict the reaction product. The product is: [Cl:1][C:2]1[CH:3]=[C:4]([NH:9][C:10]2[C:19]3[C:14](=[CH:15][C:16]([O:22][CH2:23][C:24]4[N:28]=[C:27]([CH:29]5[CH2:34][CH2:33][NH:32][CH2:31][CH2:30]5)[O:26][N:25]=4)=[C:17]([O:20][CH3:21])[CH:18]=3)[N:13]=[CH:12][N:11]=2)[CH:5]=[CH:6][C:7]=1[Cl:8]. (3) Given the reactants [NH2:1][C:2]1[C:7](I)=[CH:6][C:5]([Br:9])=[CH:4][N:3]=1.CCN(CC)CC.[Si:17]([C:21]#[CH:22])([CH3:20])([CH3:19])[CH3:18].CCOCC, predict the reaction product. The product is: [Br:9][C:5]1[CH:6]=[C:7]([C:22]#[C:21][Si:17]([CH3:20])([CH3:19])[CH3:18])[C:2]([NH2:1])=[N:3][CH:4]=1. (4) Given the reactants C[Li].Br[C:4]1[CH:9]=[CH:8][C:7]([C:10]2[O:11][CH:12]=[N:13][N:14]=2)=[CH:6][CH:5]=1.C([Li])CCC.C([O:23][B:24](OC(C)C)[O:25]C(C)C)(C)C, predict the reaction product. The product is: [O:11]1[CH:12]=[N:13][N:14]=[C:10]1[C:7]1[CH:8]=[CH:9][C:4]([B:24]([OH:25])[OH:23])=[CH:5][CH:6]=1. (5) The product is: [CH3:33][N:17]([CH3:16])[CH2:18][CH2:19][CH2:20][C:21]1[C:22]2[CH2:32][CH2:31][CH2:30][CH2:29][CH2:28][C:23]=2[NH:24][C:25]=1/[CH:26]=[C:9]1\[C:10](=[O:15])[NH:11][C:12]2[C:8]\1=[CH:7][C:6]([S:3]([CH2:1][CH3:2])(=[O:4])=[O:5])=[CH:14][CH:13]=2. Given the reactants [CH2:1]([S:3]([C:6]1[CH:7]=[C:8]2[C:12](=[CH:13][CH:14]=1)[NH:11][C:10](=[O:15])[CH2:9]2)(=[O:5])=[O:4])[CH3:2].[CH3:16][N:17]([CH3:33])[CH2:18][CH2:19][CH2:20][C:21]1[C:22]2[CH2:32][CH2:31][CH2:30][CH2:29][CH2:28][C:23]=2[NH:24][C:25]=1[CH:26]=O.N1CCCCC1, predict the reaction product. (6) Given the reactants [N:1]1[C:10]2[C:5](=[CH:6][C:7]([C:11]([OH:13])=O)=[CH:8][CH:9]=2)[CH:4]=[CH:3][CH:2]=1.[Cl:14][C:15]1[CH:28]=[CH:27][C:18]([O:19][CH2:20][CH2:21][CH2:22][CH2:23][CH2:24][CH2:25][NH2:26])=[CH:17][CH:16]=1.F[P-](F)(F)(F)(F)F.N1(OC(N(C)C)=[N+](C)C)C2N=CC=CC=2N=N1.C(N(C(C)C)CC)(C)C, predict the reaction product. The product is: [Cl:14][C:15]1[CH:28]=[CH:27][C:18]([O:19][CH2:20][CH2:21][CH2:22][CH2:23][CH2:24][CH2:25][NH:26][C:11]([C:7]2[CH:6]=[C:5]3[C:10](=[CH:9][CH:8]=2)[N:1]=[CH:2][CH:3]=[CH:4]3)=[O:13])=[CH:17][CH:16]=1.